This data is from Forward reaction prediction with 1.9M reactions from USPTO patents (1976-2016). The task is: Predict the product of the given reaction. (1) Given the reactants I[CH2:2][CH2:3][CH2:4][CH2:5][CH2:6][CH2:7][CH2:8][CH3:9].[Br:10][C:11]1[C:12]([OH:21])=[C:13]([O:19][CH3:20])[CH:14]=[C:15]([CH:18]=1)[CH:16]=[O:17].C(=O)([O-])[O-].[K+].[K+], predict the reaction product. The product is: [Br:10][C:11]1[CH:18]=[C:15]([CH:14]=[C:13]([O:19][CH3:20])[C:12]=1[O:21][CH2:2][CH2:3][CH2:4][CH2:5][CH2:6][CH2:7][CH2:8][CH3:9])[CH:16]=[O:17]. (2) Given the reactants [H-].[Na+].[CH3:3][C:4]1([CH2:8][OH:9])[CH2:7][O:6][CH2:5]1.[NH2:10][C:11]1[CH:16]=[CH:15][N:14]=[C:13](Cl)[N:12]=1, predict the reaction product. The product is: [CH3:3][C:4]1([CH2:8][O:9][C:13]2[N:12]=[C:11]([NH2:10])[CH:16]=[CH:15][N:14]=2)[CH2:7][O:6][CH2:5]1. (3) Given the reactants [CH:1]1[C:14]2[CH2:13][C:12]3[C:7](=[CH:8][CH:9]=[CH:10][CH:11]=3)[NH:6][C:5]=2[CH:4]=[CH:3][CH:2]=1.CC(C)([O-])C.[Na+].Br[C:22]1[C:23]2[C:28]([CH:29]=[C:30]3[C:35]=1[CH:34]=[CH:33][CH:32]=[CH:31]3)=[CH:27][CH:26]=[CH:25][CH:24]=2.C(Cl)Cl, predict the reaction product. The product is: [C:24]1([N:6]2[C:7]3[C:12](=[CH:11][CH:10]=[CH:9][CH:8]=3)[CH2:13][C:14]3[CH:1]=[CH:2][CH:3]=[CH:4][C:5]2=3)[C:23]2[C:28](=[CH:29][C:30]3[C:35]([CH:22]=2)=[CH:34][CH:33]=[CH:32][CH:31]=3)[CH:27]=[CH:26][CH:25]=1.